This data is from Reaction yield outcomes from USPTO patents with 853,638 reactions. The task is: Predict the reaction yield, written as a fraction of the theoretical maximum amount of product (1.0 means a 100% yield; for example, 0.34 means a 34% yield). (1) The reactants are [CH3:1][O:2][C:3](=[O:28])[C@@H:4]([N:23]1[CH:27]=[CH:26][CH:25]=[CH:24]1)[CH2:5][C:6]1[CH:11]=[CH:10][C:9]([C:12]#[C:13][CH2:14][N:15]([CH3:22])[C:16]2[CH:21]=[CH:20][CH:19]=[CH:18][CH:17]=2)=[CH:8][CH:7]=1. The catalyst is CO.[Pd]. The product is [CH3:1][O:2][C:3](=[O:28])[C@@H:4]([N:23]1[CH:27]=[CH:26][CH:25]=[CH:24]1)[CH2:5][C:6]1[CH:7]=[CH:8][C:9]([CH2:12][CH2:13][CH2:14][N:15]([CH3:22])[C:16]2[CH:17]=[CH:18][CH:19]=[CH:20][CH:21]=2)=[CH:10][CH:11]=1. The yield is 0.670. (2) The yield is 0.430. The reactants are [Cl:1][C:2]1[C:3](F)=[N:4][CH:5]=[CH:6][CH:7]=1.[F:9][C:10]([F:15])([F:14])[C@H:11]([OH:13])[CH3:12].C([O-])([O-])=O.[Cs+].[Cs+]. The product is [Cl:1][C:2]1[C:3]([O:13][C@H:11]([CH3:12])[C:10]([F:15])([F:14])[F:9])=[N:4][CH:5]=[CH:6][CH:7]=1. The catalyst is CS(C)=O. (3) The reactants are [F:1][C:2]([F:7])([F:6])[C:3]([OH:5])=[O:4].NCC[CH2:11][CH2:12][O:13][C:14]1[CH:15]=[C:16]([CH:44]=[C:45]([O:47][CH2:48][CH2:49][CH3:50])[CH:46]=1)[O:17][C:18]1[C:19]([NH:30][S:31]([C:34]2[CH:39]=[CH:38][C:37]([O:40][CH3:41])=[C:36]([O:42][CH3:43])[CH:35]=2)(=[O:33])=[O:32])=[CH:20][C:21]2[N:25]([CH3:26])[C:24](=[O:27])[N:23]([CH3:28])[C:22]=2[CH:29]=1.[CH2:51]([N:53]([CH2:56]C)[CH2:54][CH3:55])C.C(O)(=O)C.C=O.C(O[BH-](OC(=O)C)OC(=O)C)(=O)C.[Na+]. The catalyst is CO. The product is [F:1][C:2]([F:7])([F:6])[C:3]([OH:5])=[O:4].[CH3:56][N:53]([CH3:51])[CH2:54][CH2:55][CH2:11][CH2:12][O:13][C:14]1[CH:15]=[C:16]([CH:44]=[C:45]([O:47][CH2:48][CH2:49][CH3:50])[CH:46]=1)[O:17][C:18]1[C:19]([NH:30][S:31]([C:34]2[CH:39]=[CH:38][C:37]([O:40][CH3:41])=[C:36]([O:42][CH3:43])[CH:35]=2)(=[O:33])=[O:32])=[CH:20][C:21]2[N:25]([CH3:26])[C:24](=[O:27])[N:23]([CH3:28])[C:22]=2[CH:29]=1. The yield is 0.570. (4) The reactants are O=P(Cl)(Cl)Cl.[Br:6][C:7]1[S:14][C:13]2[CH:12]=[C:11]([C:15]([O:17][CH2:18][CH3:19])=[O:16])[NH:10][C:9]=2[CH:8]=1.CN([CH:23]=[O:24])C. No catalyst specified. The product is [Br:6][C:7]1[S:14][C:13]2[C:12]([CH:23]=[O:24])=[C:11]([C:15]([O:17][CH2:18][CH3:19])=[O:16])[NH:10][C:9]=2[CH:8]=1. The yield is 0.750. (5) The reactants are [CH3:1][O:2][C:3]1[CH:4]=[C:5]2[C:10](=[CH:11][C:12]=1[O:13][CH3:14])[N:9]=[CH:8][CH:7]=[C:6]2[O:15][C:16]1[C:21]([CH3:22])=[CH:20][C:19]([NH:23][C:24](=O)[CH2:25][CH2:26][O:27][C:28]2[CH:33]=[CH:32][CH:31]=[CH:30][CH:29]=2)=[C:18]([CH3:35])[CH:17]=1.Cl.[OH-].[Na+]. The catalyst is O1CCCC1. The product is [CH3:1][O:2][C:3]1[CH:4]=[C:5]2[C:10](=[CH:11][C:12]=1[O:13][CH3:14])[N:9]=[CH:8][CH:7]=[C:6]2[O:15][C:16]1[C:21]([CH3:22])=[CH:20][C:19]([NH:23][CH2:24][CH2:25][CH2:26][O:27][C:28]2[CH:33]=[CH:32][CH:31]=[CH:30][CH:29]=2)=[C:18]([CH3:35])[CH:17]=1. The yield is 0.800. (6) The reactants are CN(C)C[CH2:4][CH2:5][O:6][C:7]1[CH:12]=[CH:11][C:10](C2C=C3C4C(=CN=C(C5C=NC=CC=5)C=4)NC3=NC=2)=[CH:9][CH:8]=1.Br[C:34]1[CH:35]=[C:36]2[C:46]3[C:41](=[CH:42][N:43]=[C:44]([C:47]4[CH:48]=[N:49][CH:50]=[CH:51][CH:52]=4)[CH:45]=3)[NH:40][C:37]2=[N:38][CH:39]=1. No catalyst specified. The product is [CH2:37]([N:38]([CH2:39][CH3:34])[CH2:4][CH2:5][O:6][C:7]1[CH:8]=[CH:9][CH:10]=[C:11]([C:34]2[CH:35]=[C:36]3[C:46]4[C:41](=[CH:42][N:43]=[C:44]([C:47]5[CH:48]=[N:49][CH:50]=[CH:51][CH:52]=5)[CH:45]=4)[NH:40][C:37]3=[N:38][CH:39]=2)[CH:12]=1)[CH3:36]. The yield is 0.210. (7) The reactants are [Si]([O:8][CH:9]1[CH2:14][CH2:13][CH:12]([O:15][C:16]2[CH:21]=[CH:20][C:19]([S:22]([CH3:25])(=[O:24])=[O:23])=[CH:18][C:17]=2[C:26]2[C:35]3[C:30](=[CH:31][CH:32]=[CH:33][CH:34]=3)[C:29](=[O:36])[N:28]([CH3:37])[CH:27]=2)[CH2:11][CH2:10]1)(C(C)(C)C)(C)C.Cl.CO. The catalyst is CO.C(Cl)Cl. The product is [OH:8][C@H:9]1[CH2:14][CH2:13][C@H:12]([O:15][C:16]2[CH:21]=[CH:20][C:19]([S:22]([CH3:25])(=[O:23])=[O:24])=[CH:18][C:17]=2[C:26]2[C:35]3[C:30](=[CH:31][CH:32]=[CH:33][CH:34]=3)[C:29](=[O:36])[N:28]([CH3:37])[CH:27]=2)[CH2:11][CH2:10]1. The yield is 0.978. (8) The reactants are [N:1]1[CH:6]=[CH:5][CH:4]=[CH:3][C:2]=1[CH:7]=[O:8].[C:9]([O:13][CH3:14])(=[O:12])[CH:10]=[CH2:11]. The catalyst is N12CCN(CC1)CC2.C(Cl)(Cl)Cl. The product is [OH:8][CH:7]([C:2]1[CH:3]=[CH:4][CH:5]=[CH:6][N:1]=1)[C:10](=[CH2:11])[C:9]([O:13][CH3:14])=[O:12]. The yield is 0.600.